This data is from Aqueous solubility values for 9,982 compounds from the AqSolDB database. The task is: Regression/Classification. Given a drug SMILES string, predict its absorption, distribution, metabolism, or excretion properties. Task type varies by dataset: regression for continuous measurements (e.g., permeability, clearance, half-life) or binary classification for categorical outcomes (e.g., BBB penetration, CYP inhibition). For this dataset (solubility_aqsoldb), we predict Y. (1) The compound is Nc1ccc(S(=O)(=O)Nc2cc(Cl)ccc2Cl)cc1. The Y is -4.40 log mol/L. (2) The molecule is Cc1ccc(N)cc1C. The Y is -1.50 log mol/L. (3) The molecule is COc1ccc(C(=O)Nc2ccc(C(N)=O)cc2)cc1[N+](=O)[O-]. The Y is -4.65 log mol/L. (4) The molecule is COCCc1ccc(OCC(O)CNC(C)C)cc1. The Y is -1.20 log mol/L. (5) The drug is O=S(=O)([O-])CCN1CCN(CCO)CC1.[Na+]. The Y is 0.432 log mol/L. (6) The drug is CNC(=O)O/N=C(/C)SC. The Y is -1.21 log mol/L. (7) The drug is CCC(CC)Nc1c([N+](=O)[O-])cc(C)c(C)c1[N+](=O)[O-]. The Y is -5.97 log mol/L.